Dataset: Peptide-MHC class I binding affinity with 185,985 pairs from IEDB/IMGT. Task: Regression. Given a peptide amino acid sequence and an MHC pseudo amino acid sequence, predict their binding affinity value. This is MHC class I binding data. The peptide sequence is GLGRHLWRL. The MHC is HLA-A02:01 with pseudo-sequence HLA-A02:01. The binding affinity (normalized) is 0.548.